Dataset: Forward reaction prediction with 1.9M reactions from USPTO patents (1976-2016). Task: Predict the product of the given reaction. (1) Given the reactants [Br:1][C:2]1[CH:7]=[CH:6][C:5]([N:8]([CH3:13])[S:9]([CH3:12])(=[O:11])=[O:10])=[C:4]([NH:14][C:15]2[C:20]([Cl:21])=[CH:19][N:18]=[C:17](Cl)[N:16]=2)[CH:3]=1.[CH3:23][N:24]1[CH2:29][CH2:28][N:27]([C:30]2[CH:35]=[CH:34][C:33]([NH2:36])=[CH:32][C:31]=2[CH:37]=[CH2:38])[CH2:26][CH2:25]1.CS(O)(=O)=O, predict the reaction product. The product is: [Br:1][C:2]1[CH:7]=[CH:6][C:5]([N:8]([CH3:13])[S:9]([CH3:12])(=[O:11])=[O:10])=[C:4]([NH:14][C:15]2[C:20]([Cl:21])=[CH:19][N:18]=[C:17]([NH:36][C:33]3[CH:34]=[CH:35][C:30]([N:27]4[CH2:26][CH2:25][N:24]([CH3:23])[CH2:29][CH2:28]4)=[C:31]([CH:37]=[CH2:38])[CH:32]=3)[N:16]=2)[CH:3]=1. (2) Given the reactants [N:1]([CH:4]1[CH2:9][CH2:8][CH2:7][CH:6]=[CH:5]1)=[N+:2]=[N-:3].[F:10][CH:11]([F:28])[C:12]1[CH:17]=[CH:16][N:15]=[C:14]([NH:18][C:19]2[CH:24]=[C:23]([CH3:25])[CH:22]=[C:21]([C:26]#[CH:27])[CH:20]=2)[N:13]=1.O=C1O[C@H]([C@H](CO)O)C([O-])=C1O.[Na+], predict the reaction product. The product is: [CH:4]1([N:1]2[CH:27]=[C:26]([C:21]3[CH:20]=[C:19]([NH:18][C:14]4[N:13]=[C:12]([CH:11]([F:10])[F:28])[CH:17]=[CH:16][N:15]=4)[CH:24]=[C:23]([CH3:25])[CH:22]=3)[N:3]=[N:2]2)[CH2:9][CH2:8][CH2:7][CH:6]=[CH:5]1. (3) The product is: [Cl:1][C:2]1[CH:3]=[CH:4][C:5]([N:10]2[C:14]([CH2:16][N:17]([CH3:19])[CH3:18])=[C:13]([CH3:15])[N:12]=[CH:11]2)=[C:6]([CH:9]=1)[C:7]#[N:8]. Given the reactants [Cl:1][C:2]1[CH:3]=[CH:4][C:5]([N:10]2[CH:14]=[C:13]([CH3:15])[N:12]=[CH:11]2)=[C:6]([CH:9]=1)[C:7]#[N:8].[CH3:16][N+:17]([CH3:19])=[CH2:18].[I-], predict the reaction product. (4) Given the reactants [O:1]=[C:2]1[N:6]2[CH2:7][CH2:8][CH2:9][N:10](C(OC(C)(C)C)=O)[CH2:11][CH:5]2[C:4]([C:25]2[CH:30]=[CH:29][CH:28]=[CH:27][CH:26]=2)([C:19]2[CH:24]=[CH:23][CH:22]=[CH:21][CH:20]=2)[O:3]1.Cl.C(OCC)(=O)C, predict the reaction product. The product is: [C:25]1([C:4]2([C:19]3[CH:20]=[CH:21][CH:22]=[CH:23][CH:24]=3)[CH:5]3[CH2:11][NH:10][CH2:9][CH2:8][CH2:7][N:6]3[C:2](=[O:1])[O:3]2)[CH:26]=[CH:27][CH:28]=[CH:29][CH:30]=1. (5) Given the reactants Br[CH2:2][C:3]([N:5]([CH2:14][C:15]([NH:17][C:18]1[C:19]([C:26]2[CH:31]=[CH:30][C:29]([N:32]([CH3:34])[CH3:33])=[CH:28][CH:27]=2)=[N:20][C:21]([O:24][CH3:25])=[CH:22][CH:23]=1)=[O:16])[C:6]1[CH:11]=[CH:10][C:9]([O:12][CH3:13])=[CH:8][CH:7]=1)=[O:4].C(=O)([O-])[O-].[Cs+].[Cs+].CN(C=O)C, predict the reaction product. The product is: [CH3:33][N:32]([CH3:34])[C:29]1[CH:30]=[CH:31][C:26]([C:19]2[C:18]([N:17]3[CH2:2][C:3](=[O:4])[N:5]([C:6]4[CH:11]=[CH:10][C:9]([O:12][CH3:13])=[CH:8][CH:7]=4)[CH2:14][C:15]3=[O:16])=[CH:23][CH:22]=[C:21]([O:24][CH3:25])[N:20]=2)=[CH:27][CH:28]=1. (6) Given the reactants [BH4-].[Li+].C[Si](C)(C)Cl.[CH3:8][C:9]1[C:10]([CH2:20][C:21]#[N:22])=[N:11][N:12]([C:14]2[CH:19]=[CH:18][CH:17]=[CH:16][CH:15]=2)[CH:13]=1.CO, predict the reaction product. The product is: [CH3:8][C:9]1[C:10]([CH2:20][CH2:21][NH2:22])=[N:11][N:12]([C:14]2[CH:19]=[CH:18][CH:17]=[CH:16][CH:15]=2)[CH:13]=1. (7) Given the reactants [H-].C([Al+]CC(C)C)C(C)C.CCCCCC.[CH3:17][O:18][C:19]([C:21]1[CH:26]=[C:25]([CH3:27])[CH:24]=[C:23]([C:28](OC)=[O:29])[CH:22]=1)=[O:20].[Cl-].[NH4+], predict the reaction product. The product is: [OH:29][CH2:28][C:23]1[CH:22]=[C:21]([CH:26]=[C:25]([CH3:27])[CH:24]=1)[C:19]([O:18][CH3:17])=[O:20]. (8) The product is: [Cl:17][C:18]1[C:23]([N:7]2[CH2:6][CH2:5][C:4]3([CH2:1][NH:2][CH2:3]3)[CH2:9][CH2:8]2)=[CH:22][C:21]([C:30]#[N:31])=[CH:20][C:19]=1[NH:32][C:33]1[N:38]=[C:37]([NH:39][CH:49]2[CH2:51][CH2:50]2)[C:36]2=[N:52][CH:53]=[C:54]([C:55]#[N:56])[N:35]2[N:34]=1. Given the reactants [CH2:1]1[C:4]2([CH2:9][CH2:8][NH:7][CH2:6][CH2:5]2)[CH2:3][N:2]1C(OC(C)(C)C)=O.[Cl:17][C:18]1[C:23](N2CCNCC2)=[CH:22][C:21]([C:30]#[N:31])=[CH:20][C:19]=1[NH:32][C:33]1[N:38]=[C:37]([N:39]([CH:49]2[CH2:51][CH2:50]2)CC2C=CC(OC)=CC=2)[C:36]2=[N:52][CH:53]=[C:54]([C:55]#[N:56])[N:35]2[N:34]=1, predict the reaction product. (9) Given the reactants [CH2:1]([O:3][C:4]([C:6]1[CH:7]=[N:8][C:9]2[C:14]([C:15]=1[O:16][CH2:17][CH2:18][CH2:19][CH2:20][CH2:21][O:22][C:23]1[C:28](=[O:29])[CH:27]=[C:26]([CH2:30][OH:31])[O:25][CH:24]=1)=[CH:13][CH:12]=[C:11]([C:32]([F:35])([F:34])[F:33])[CH:10]=2)=[O:5])[CH3:2].C(N(CC)CC)C.[CH3:43][S:44](Cl)(=[O:46])=[O:45], predict the reaction product. The product is: [CH2:1]([O:3][C:4]([C:6]1[CH:7]=[N:8][C:9]2[C:14]([C:15]=1[O:16][CH2:17][CH2:18][CH2:19][CH2:20][CH2:21][O:22][C:23]1[C:28](=[O:29])[CH:27]=[C:26]([CH2:30][O:31][S:44]([CH3:43])(=[O:46])=[O:45])[O:25][CH:24]=1)=[CH:13][CH:12]=[C:11]([C:32]([F:34])([F:33])[F:35])[CH:10]=2)=[O:5])[CH3:2]. (10) Given the reactants [O:1]1[C:6]2[CH:7]=[CH:8][C:9]([CH2:11][N:12]([CH:20]3[CH2:25][CH2:24][N:23]([CH2:26][CH2:27][N:28]4[C:37]5[C:32](=[CH:33][CH:34]=[CH:35][CH:36]=5)[C:31]([C:38]5[CH:43]=[CH:42][N:41]=[CH:40][CH:39]=5)=[CH:30][C:29]4=[O:44])[CH2:22][CH2:21]3)C(=O)OC(C)(C)C)=[CH:10][C:5]=2[O:4][CH2:3][CH2:2]1.FC(F)(F)C(O)=O.C(=O)([O-])O.[Na+].[ClH:57].C(OCC)(=O)C, predict the reaction product. The product is: [ClH:57].[O:1]1[C:6]2[CH:7]=[CH:8][C:9]([CH2:11][NH:12][CH:20]3[CH2:25][CH2:24][N:23]([CH2:26][CH2:27][N:28]4[C:37]5[C:32](=[CH:33][CH:34]=[CH:35][CH:36]=5)[C:31]([C:38]5[CH:39]=[CH:40][N:41]=[CH:42][CH:43]=5)=[CH:30][C:29]4=[O:44])[CH2:22][CH2:21]3)=[CH:10][C:5]=2[O:4][CH2:3][CH2:2]1.